Dataset: Catalyst prediction with 721,799 reactions and 888 catalyst types from USPTO. Task: Predict which catalyst facilitates the given reaction. (1) Reactant: [N:1]1[CH:6]=[CH:5][N:4]=[CH:3][C:2]=1[NH2:7].C(=O)([O-])[O-].[K+].[K+].[Cl:14][CH2:15][C:16](Cl)=[O:17]. Product: [Cl:14][CH2:15][C:16]([NH:7][C:2]1[CH:3]=[N:4][CH:5]=[CH:6][N:1]=1)=[O:17]. The catalyst class is: 4. (2) Reactant: [F:1][C:2]1[CH:27]=[C:26]([I:28])[CH:25]=[CH:24][C:3]=1[NH:4][C:5]1[C:6]([C:21]([NH2:23])=[O:22])=[CH:7][N:8]([CH2:12][CH2:13][O:14]C2CCCCO2)[C:9](=[O:11])[CH:10]=1.Cl. Product: [F:1][C:2]1[CH:27]=[C:26]([I:28])[CH:25]=[CH:24][C:3]=1[NH:4][C:5]1[C:6]([C:21]([NH2:23])=[O:22])=[CH:7][N:8]([CH2:12][CH2:13][OH:14])[C:9](=[O:11])[CH:10]=1. The catalyst class is: 88. (3) Reactant: [F:1][C:2]([F:7])([F:6])[C:3]([OH:5])=[O:4].[C:8]([C:10]1([C:21]2[CH:22]=[N:23][CH:24]=[C:25]([I:27])[CH:26]=2)[CH2:16][C@H:15]2[N:17](C([O-])=O)[C@H:12]([CH2:13][CH2:14]2)[CH2:11]1)#[N:9]. The catalyst class is: 4. Product: [I:27][C:25]1[CH:26]=[C:21]([C:10]2([C:8]#[N:9])[CH2:16][C@@H:15]3[NH2+:17][C@@H:12]([CH2:13][CH2:14]3)[CH2:11]2)[CH:22]=[N:23][CH:24]=1.[F:1][C:2]([F:7])([F:6])[C:3]([O-:5])=[O:4]. (4) Reactant: OC(C)(C)C([NH:5][C:6]1[CH:23]=[CH:22][C:21]2[C@@H:20]3[C@H:11]([C@H:12]4[C@@:16]([CH2:18][CH2:19]3)([CH3:17])[C:15](=[O:24])[CH2:14][CH2:13]4)[CH2:10][CH2:9][C:8]=2[C:7]=1[N+:25]([O-:27])=[O:26])=O.[Na].O. Product: [NH2:5][C:6]1[CH:23]=[CH:22][C:21]2[C@@H:20]3[C@H:11]([C@H:12]4[C@@:16]([CH2:18][CH2:19]3)([CH3:17])[C:15](=[O:24])[CH2:14][CH2:13]4)[CH2:10][CH2:9][C:8]=2[C:7]=1[N+:25]([O-:27])=[O:26]. The catalyst class is: 89. (5) Reactant: [CH3:1][S:2]([C:5]1[CH:10]=[CH:9][CH:8]=[CH:7][C:6]=1[C:11]1[CH:16]=[CH:15][C:14]([N+:17]([O-])=O)=[CH:13][CH:12]=1)(=[O:4])=[O:3]. Product: [CH3:1][S:2]([C:5]1[CH:10]=[CH:9][CH:8]=[CH:7][C:6]=1[C:11]1[CH:12]=[CH:13][C:14]([NH2:17])=[CH:15][CH:16]=1)(=[O:3])=[O:4]. The catalyst class is: 1.